This data is from Retrosynthesis with 50K atom-mapped reactions and 10 reaction types from USPTO. The task is: Predict the reactants needed to synthesize the given product. Given the product O=C(O)c1ccc(-c2ccc(OC(F)(F)F)cc2)nc1, predict the reactants needed to synthesize it. The reactants are: COC(=O)c1ccc(-c2ccc(OC(F)(F)F)cc2)nc1.